Dataset: Forward reaction prediction with 1.9M reactions from USPTO patents (1976-2016). Task: Predict the product of the given reaction. (1) The product is: [Cl:28][C:29]1[CH:34]=[CH:33][C:32]([Cl:35])=[CH:31][C:30]=1[S:36]([NH:24][CH2:23][CH2:22][CH2:21][CH2:20][C@@H:19]([C:25]([OH:27])=[O:26])[NH:18][C:16]([O:15][CH2:14][CH:12]1[C:11]2[CH:10]=[CH:9][CH:8]=[CH:7][C:6]=2[C:5]2[C:13]1=[CH:1][CH:2]=[CH:3][CH:4]=2)=[O:17])(=[O:38])=[O:37]. Given the reactants [CH:1]1[C:13]2[CH:12]([CH2:14][O:15][C:16]([NH:18][C@H:19]([C:25]([OH:27])=[O:26])[CH2:20][CH2:21][CH2:22][CH2:23][NH2:24])=[O:17])[C:11]3[C:6](=[CH:7][CH:8]=[CH:9][CH:10]=3)[C:5]=2[CH:4]=[CH:3][CH:2]=1.[Cl:28][C:29]1[CH:34]=[CH:33][C:32]([Cl:35])=[CH:31][C:30]=1[S:36](Cl)(=[O:38])=[O:37], predict the reaction product. (2) Given the reactants C[O:2][C:3](=[O:28])[CH2:4][CH:5]1[C:14]2[S:13][C:12]([C:15](=[O:17])[NH2:16])=[N:11][C:10]=2[C:9]2[CH:18]=[C:19]([C:22]#[C:23][C:24]([OH:27])([CH3:26])[CH3:25])[CH:20]=[CH:21][C:8]=2[O:7][CH2:6]1.[Li+].[OH-], predict the reaction product. The product is: [C:15]([C:12]1[S:13][C:14]2[CH:5]([CH2:4][C:3]([OH:28])=[O:2])[CH2:6][O:7][C:8]3[CH:21]=[CH:20][C:19]([C:22]#[C:23][C:24]([OH:27])([CH3:26])[CH3:25])=[CH:18][C:9]=3[C:10]=2[N:11]=1)(=[O:17])[NH2:16]. (3) Given the reactants [OH:1][C:2]1[CH:7]=[CH:6][C:5]([CH:8]([C:15]2[N:16]([CH3:20])[N:17]=[N:18][CH:19]=2)[CH2:9][C:10]([O:12][CH2:13][CH3:14])=[O:11])=[CH:4][CH:3]=1, predict the reaction product. The product is: [OH:1][C:2]1[CH:7]=[CH:6][C:5]([C@@H:8]([C:15]2[N:16]([CH3:20])[N:17]=[N:18][CH:19]=2)[CH2:9][C:10]([O:12][CH2:13][CH3:14])=[O:11])=[CH:4][CH:3]=1. (4) Given the reactants C(OC([N:8]1[CH2:13][CH2:12][CH:11]([C:14]2[N:15]([CH3:19])[N:16]=[CH:17][CH:18]=2)[CH2:10][CH2:9]1)=O)CCC.[C:20]([OH:26])([C:22]([F:25])([F:24])[F:23])=[O:21], predict the reaction product. The product is: [F:23][C:22]([F:25])([F:24])[C:20]([OH:26])=[O:21].[CH3:19][N:15]1[C:14]([CH:11]2[CH2:12][CH2:13][NH:8][CH2:9][CH2:10]2)=[CH:18][CH:17]=[N:16]1. (5) Given the reactants COC(=O)N.[CH3:6][O:7][C:8](=[O:37])[NH:9][CH:10]([C:14]([N:16]1[CH2:20][CH2:19][CH2:18][CH:17]1[C:21](=[O:36])[NH:22][C:23]1[CH:28]=[CH:27][C:26]([C:29]2[CH:34]=[CH:33][C:32](Br)=[CH:31][CH:30]=2)=[CH:25][CH:24]=1)=[O:15])[CH:11]([CH3:13])[CH3:12].[B:38]1([B:38]2[O:42][C:41]([CH3:44])([CH3:43])[C:40]([CH3:46])([CH3:45])[O:39]2)[O:42][C:41]([CH3:44])([CH3:43])[C:40]([CH3:46])([CH3:45])[O:39]1.C([O-])(=O)C.[K+], predict the reaction product. The product is: [CH3:6][O:7][C:8](=[O:37])[NH:9][CH:10]([C:14]([N:16]1[CH2:20][CH2:19][CH2:18][CH:17]1[C:21](=[O:36])[NH:22][C:23]1[CH:28]=[CH:27][C:26]([C:29]2[CH:34]=[CH:33][C:32]([B:38]3[O:42][C:41]([CH3:44])([CH3:43])[C:40]([CH3:46])([CH3:45])[O:39]3)=[CH:31][CH:30]=2)=[CH:25][CH:24]=1)=[O:15])[CH:11]([CH3:13])[CH3:12]. (6) Given the reactants Br[C:2]1[CH:7]=[CH:6][C:5]([C:8]2[N:13]=[C:12]3[N:14]([CH2:27][O:28][CH2:29][CH2:30][Si:31]([CH3:34])([CH3:33])[CH3:32])[C:15]([O:17][C@H:18]4[C@H:22]5[O:23][CH2:24][C@@H:25]([OH:26])[C@H:21]5[O:20][CH2:19]4)=[N:16][C:11]3=[CH:10][C:9]=2[Cl:35])=[CH:4][CH:3]=1.Cl.[CH2:37]1[C:45]2[C:40](=[CH:41][C:42]([N:46]=[S:47]([CH3:50])([CH3:49])=[O:48])=[CH:43][CH:44]=2)[CH2:39][NH:38]1.C([O-])([O-])=O.[Cs+].[Cs+], predict the reaction product. The product is: [Cl:35][C:9]1[CH:10]=[C:11]2[N:16]=[C:15]([O:17][C@@H:18]3[CH2:19][O:20][C@@H:21]4[C@H:25]([OH:26])[CH2:24][O:23][C@H:22]34)[N:14]([CH2:27][O:28][CH2:29][CH2:30][Si:31]([CH3:34])([CH3:33])[CH3:32])[C:12]2=[N:13][C:8]=1[C:5]1[CH:6]=[CH:7][C:2]([N:38]2[CH2:39][C:40]3[C:45](=[CH:44][CH:43]=[C:42]([N:46]=[S:47]([CH3:50])([CH3:49])=[O:48])[CH:41]=3)[CH2:37]2)=[CH:3][CH:4]=1.